From a dataset of Forward reaction prediction with 1.9M reactions from USPTO patents (1976-2016). Predict the product of the given reaction. (1) Given the reactants [C:1]([C:3]1[CH:4]=[CH:5][C:6]([F:12])=[C:7]([CH:11]=1)C(Cl)=O)#[N:2].[C:13]([C:15]1C=CC(F)=[C:19]([CH:23]=1)[C:20](O)=O)#[N:14].C([N:27](CC)CC)C.[CH3:32][N:33](C)[CH:34]=[O:35], predict the reaction product. The product is: [N:14]1[CH:13]=[CH:15][CH:23]=[CH:19][C:20]=1[C:32]1[N:33]=[C:34]([C:7]2[CH:11]=[C:3]([C:1]#[N:2])[CH:4]=[CH:5][C:6]=2[F:12])[O:35][N:27]=1. (2) Given the reactants [NH:1]1[CH:5]=[CH:4][CH:3]=[CH:2]1.[CH2:6](N)[C:7]1[CH:12]=[CH:11][CH:10]=[CH:9][CH:8]=1.[CH2:14](N(CC)CC)[CH3:15], predict the reaction product. The product is: [CH2:6]([N:1]1[CH:5]=[CH:4][CH:3]=[C:2]1[CH2:14][CH3:15])[C:7]1[CH:12]=[CH:11][CH:10]=[CH:9][CH:8]=1. (3) Given the reactants [CH:1]1[C:10]2[C:5](=[C:6]([N:11]3[CH2:16][CH2:15][CH:14]([C:17]([OH:19])=O)[CH2:13][CH2:12]3)[CH:7]=[CH:8][CH:9]=2)[CH:4]=[CH:3][N:2]=1.BrC1C=CC=C2C=1C=CN=C2.[N:31]1[NH:32][C:33]([NH2:36])=[CH:34][CH:35]=1, predict the reaction product. The product is: [N:31]1[NH:32][C:33]([NH:36][C:17]([CH:14]2[CH2:13][CH2:12][N:11]([C:6]3[CH:7]=[CH:8][CH:9]=[C:10]4[C:5]=3[CH:4]=[CH:3][N:2]=[CH:1]4)[CH2:16][CH2:15]2)=[O:19])=[CH:34][CH:35]=1. (4) Given the reactants CN(C)[C:3]1[CH:4]=[C:5]([CH2:9][OH:10])[CH:6]=[CH:7][CH:8]=1.[Br:12][C:13]1[C:14]([CH3:20])=[C:15](O)[CH:16]=[CH:17][CH:18]=1.CC1(C)C(C)(C)OB(C2C=NNC=2)O1, predict the reaction product. The product is: [Br:12][C:13]1[CH:18]=[CH:17][CH:16]=[C:15]([O:10][CH2:9][CH:5]2[CH2:6][CH2:7][CH2:8][CH2:3][CH2:4]2)[C:14]=1[CH3:20]. (5) The product is: [Cl:1][C:2]1[C:3]([CH2:28][O:29][C:30](=[O:36])[CH2:31][CH2:32][C:33]([OH:35])=[O:34])=[CH:4][C:5]([CH2:8][N:9]2[C:13]([CH3:14])=[C:12]([C:15]3[CH:20]=[CH:19][C:18]([C:21]#[N:22])=[CH:17][CH:16]=3)[C:11]([C:23]#[N:24])=[C:10]2[CH2:25][CH2:26][CH3:27])=[CH:6][N:7]=1. Given the reactants [Cl:1][C:2]1[N:7]=[CH:6][C:5]([CH2:8][N:9]2[C:13]([CH3:14])=[C:12]([C:15]3[CH:20]=[CH:19][C:18]([C:21]#[N:22])=[CH:17][CH:16]=3)[C:11]([C:23]#[N:24])=[C:10]2[CH2:25][CH2:26][CH3:27])=[CH:4][C:3]=1[CH2:28][OH:29].[C:30]1(=[O:36])[O:35][C:33](=[O:34])[CH2:32][CH2:31]1.C(O)(=O)CC(CC(O)=O)(C(O)=O)O, predict the reaction product. (6) The product is: [C:1]([N:8]1[C@@H:13]([C:14](=[O:19])[CH2:15][CH2:16][CH2:17][CH3:18])[CH2:12][CH2:11][CH2:10][C@@H:9]1[CH3:20])([O:3][C:4]([CH3:7])([CH3:6])[CH3:5])=[O:2]. Given the reactants [C:1]([N:8]1[C@@H:13]([C:14](=[O:19])[CH2:15][CH2:16][CH:17]=[CH2:18])[CH2:12][CH2:11][CH2:10][C@@H:9]1[CH3:20])([O:3][C:4]([CH3:7])([CH3:6])[CH3:5])=[O:2], predict the reaction product. (7) Given the reactants [Br:1][C:2]1[C:10]2[C:6](=[CH:7][N:8]([CH3:11])[N:9]=2)[CH:5]=[CH:4][CH:3]=1.[CH:12]([N-]C(C)C)(C)C.[Li+].C1COCC1.CCCCCCC.C(C1C=CC=CC=1)C.IC, predict the reaction product. The product is: [Br:1][C:2]1[C:10]2[C:6](=[C:7]([CH3:12])[N:8]([CH3:11])[N:9]=2)[CH:5]=[CH:4][CH:3]=1. (8) The product is: [CH:2]([C:3]1[CH:4]=[CH:5][C:6]([C:9]2[N:10]=[C:11]([NH:25][C:26](=[O:28])[CH3:27])[S:12][C:13]=2[CH2:14][C:15]2[CH:20]=[CH:19][C:18]([S:21]([CH3:24])(=[O:23])=[O:22])=[CH:17][CH:16]=2)=[CH:7][CH:8]=1)=[O:1]. Given the reactants [OH:1][CH2:2][C:3]1[CH:8]=[CH:7][C:6]([C:9]2[N:10]=[C:11]([NH:25][C:26](=[O:28])[CH3:27])[S:12][C:13]=2[CH2:14][C:15]2[CH:20]=[CH:19][C:18]([S:21]([CH3:24])(=[O:23])=[O:22])=[CH:17][CH:16]=2)=[CH:5][CH:4]=1.CC#N.CC(OI1(OC(C)=O)(OC(C)=O)OC(=O)C2C=CC=CC1=2)=O, predict the reaction product.